From a dataset of Reaction yield outcomes from USPTO patents with 853,638 reactions. Predict the reaction yield, written as a fraction of the theoretical maximum amount of product (1.0 means a 100% yield; for example, 0.34 means a 34% yield). (1) The reactants are [OH:1][C@H:2]1[CH2:7][CH2:6][C@H:5]([C:8]([OH:10])=[O:9])[CH2:4][CH2:3]1.ClC(Cl)(Cl)C(=N)O[C:15]([CH3:18])([CH3:17])[CH3:16]. The catalyst is ClC(Cl)C. The product is [C:15]([O:9][C:8]([CH:5]1[CH2:6][CH2:7][CH:2]([OH:1])[CH2:3][CH2:4]1)=[O:10])([CH3:18])([CH3:17])[CH3:16]. The yield is 0.450. (2) The reactants are C[Li].[CH2:3](OCC)C.[CH3:8][O:9][C:10]1[CH:15]=[CH:14][C:13]([N:16]2[CH2:21][CH2:20][N:19]([C:22]3[C:23]([CH3:36])=[C:24]([CH3:35])[C:25]4[O:29][C:28]([CH3:31])([CH3:30])[C:27](=[O:32])[C:26]=4[C:33]=3[CH3:34])[CH2:18][CH2:17]2)=[CH:12][CH:11]=1. The catalyst is C1COCC1.O. The product is [CH3:30][C:28]1([CH3:31])[C:27]([CH3:3])([OH:32])[C:26]2[C:33]([CH3:34])=[C:22]([N:19]3[CH2:18][CH2:17][N:16]([C:13]4[CH:12]=[CH:11][C:10]([O:9][CH3:8])=[CH:15][CH:14]=4)[CH2:21][CH2:20]3)[C:23]([CH3:36])=[C:24]([CH3:35])[C:25]=2[O:29]1. The yield is 0.960. (3) The product is [C:25]([O:28][CH2:29][C:30]1[C:35]([N:36]2[CH2:48][CH2:47][N:39]3[C:40]4[CH2:41][CH2:42][CH2:43][CH2:44][C:45]=4[CH:46]=[C:38]3[C:37]2=[O:49])=[CH:34][C:33]([F:50])=[CH:32][C:31]=1[C:2]1[CH:3]=[C:4]([NH:10][C:11]2[CH:12]=[CH:13][C:14]([N:17]3[CH2:22][CH2:21][N:20]([CH3:23])[CH2:19][C:18]3=[O:24])=[CH:15][N:16]=2)[C:5](=[O:9])[N:6]([CH3:8])[CH:7]=1)(=[O:27])[CH3:26]. The catalyst is CC#N.O.C1C=CC(P(C2C=CC=CC=2)[C-]2C=CC=C2)=CC=1.C1C=CC(P(C2C=CC=CC=2)[C-]2C=CC=C2)=CC=1.Cl[Pd]Cl.[Fe+2]. The reactants are Br[C:2]1[CH:3]=[C:4]([NH:10][C:11]2[N:16]=[CH:15][C:14]([N:17]3[CH2:22][CH2:21][N:20]([CH3:23])[CH2:19][C:18]3=[O:24])=[CH:13][CH:12]=2)[C:5](=[O:9])[N:6]([CH3:8])[CH:7]=1.[C:25]([O:28][CH2:29][C:30]1[C:35]([N:36]2[CH2:48][CH2:47][N:39]3[C:40]4[CH2:41][CH2:42][CH2:43][CH2:44][C:45]=4[CH:46]=[C:38]3[C:37]2=[O:49])=[CH:34][C:33]([F:50])=[CH:32][C:31]=1B1OC(C)(C)C(C)(C)O1)(=[O:27])[CH3:26].[O-]P([O-])([O-])=O.[K+].[K+].[K+].CC([O-])=O.[Na+]. The yield is 0.630. (4) The reactants are [CH3:1][O:2][C:3]([C:5]1[C:13]([CH2:14][N:15]2[C:19]3[CH:20]=[CH:21][CH:22]=[CH:23][C:18]=3[NH:17][C:16]2=[O:24])=[C:12]2[C:8]([C:9]([CH3:27])=[C:10]([CH3:26])[N:11]2[CH3:25])=[CH:7][CH:6]=1)=[O:4].[CH3:28][O:29][C:30](=[O:33])[CH:31]=[CH2:32].[OH-].[CH2:35]([N+](C)(C)C)C1C=CC=CC=1.O. The catalyst is CN(C=O)C.CCOC(C)=O. The product is [CH3:1][O:2][C:3]([C:5]1[C:13]([CH2:14][N:15]2[C:19]3[CH:20]=[CH:21][CH:22]=[CH:23][C:18]=3[N:17]([CH2:32][CH2:31][C:30]([O:29][CH2:28][CH3:35])=[O:33])[C:16]2=[O:24])=[C:12]2[C:8]([C:9]([CH3:27])=[C:10]([CH3:26])[N:11]2[CH3:25])=[CH:7][CH:6]=1)=[O:4]. The yield is 0.760.